Dataset: NCI-60 drug combinations with 297,098 pairs across 59 cell lines. Task: Regression. Given two drug SMILES strings and cell line genomic features, predict the synergy score measuring deviation from expected non-interaction effect. (1) Drug 1: CCCCC(=O)OCC(=O)C1(CC(C2=C(C1)C(=C3C(=C2O)C(=O)C4=C(C3=O)C=CC=C4OC)O)OC5CC(C(C(O5)C)O)NC(=O)C(F)(F)F)O. Drug 2: CC1C(C(CC(O1)OC2CC(CC3=C2C(=C4C(=C3O)C(=O)C5=CC=CC=C5C4=O)O)(C(=O)C)O)N)O. Cell line: SF-295. Synergy scores: CSS=35.3, Synergy_ZIP=0.448, Synergy_Bliss=-0.870, Synergy_Loewe=-9.66, Synergy_HSA=0.152. (2) Drug 1: CS(=O)(=O)C1=CC(=C(C=C1)C(=O)NC2=CC(=C(C=C2)Cl)C3=CC=CC=N3)Cl. Drug 2: C(CC(=O)O)C(=O)CN.Cl. Cell line: T-47D. Synergy scores: CSS=5.48, Synergy_ZIP=-3.55, Synergy_Bliss=-3.85, Synergy_Loewe=-6.23, Synergy_HSA=-4.32. (3) Drug 1: CC(CN1CC(=O)NC(=O)C1)N2CC(=O)NC(=O)C2. Drug 2: C1=C(C(=O)NC(=O)N1)F. Cell line: BT-549. Synergy scores: CSS=39.5, Synergy_ZIP=-0.881, Synergy_Bliss=-0.929, Synergy_Loewe=0.288, Synergy_HSA=3.81. (4) Drug 1: C1=NC2=C(N=C(N=C2N1C3C(C(C(O3)CO)O)O)F)N. Drug 2: CC1=C(C=C(C=C1)C(=O)NC2=CC(=CC(=C2)C(F)(F)F)N3C=C(N=C3)C)NC4=NC=CC(=N4)C5=CN=CC=C5. Cell line: TK-10. Synergy scores: CSS=5.55, Synergy_ZIP=-1.52, Synergy_Bliss=0.210, Synergy_Loewe=-1.54, Synergy_HSA=-1.49. (5) Drug 1: C1=CC=C(C=C1)NC(=O)CCCCCCC(=O)NO. Drug 2: CC1CCCC2(C(O2)CC(NC(=O)CC(C(C(=O)C(C1O)C)(C)C)O)C(=CC3=CSC(=N3)C)C)C. Cell line: IGROV1. Synergy scores: CSS=30.9, Synergy_ZIP=1.55, Synergy_Bliss=2.07, Synergy_Loewe=-4.43, Synergy_HSA=1.33. (6) Drug 1: CN(C)N=NC1=C(NC=N1)C(=O)N. Drug 2: C1=CC(=CC=C1CC(C(=O)O)N)N(CCCl)CCCl.Cl. Cell line: HOP-62. Synergy scores: CSS=18.8, Synergy_ZIP=4.81, Synergy_Bliss=11.1, Synergy_Loewe=-9.03, Synergy_HSA=6.39. (7) Drug 1: C1CC(C1)(C(=O)O)C(=O)O.[NH2-].[NH2-].[Pt+2]. Drug 2: CC(C)(C#N)C1=CC=C(C=C1)N2C3=C4C=C(C=CC4=NC=C3N(C2=O)C)C5=CC6=CC=CC=C6N=C5. Cell line: SK-OV-3. Synergy scores: CSS=62.9, Synergy_ZIP=6.91, Synergy_Bliss=5.95, Synergy_Loewe=0.873, Synergy_HSA=8.59. (8) Drug 1: CC12CCC3C(C1CCC2O)C(CC4=C3C=CC(=C4)O)CCCCCCCCCS(=O)CCCC(C(F)(F)F)(F)F. Drug 2: C1CC(=O)NC(=O)C1N2C(=O)C3=CC=CC=C3C2=O. Cell line: 786-0. Synergy scores: CSS=2.27, Synergy_ZIP=0.160, Synergy_Bliss=1.20, Synergy_Loewe=1.56, Synergy_HSA=0.478.